This data is from Peptide-MHC class II binding affinity with 134,281 pairs from IEDB. The task is: Regression. Given a peptide amino acid sequence and an MHC pseudo amino acid sequence, predict their binding affinity value. This is MHC class II binding data. (1) The peptide sequence is EKKYFAATAFEPLAA. The MHC is HLA-DPA10103-DPB10401 with pseudo-sequence HLA-DPA10103-DPB10401. The binding affinity (normalized) is 1.00. (2) The peptide sequence is KSIIIPFIAYFVLMH. The MHC is DRB3_0101 with pseudo-sequence DRB3_0101. The binding affinity (normalized) is 0.399. (3) The peptide sequence is RGIVKENIIDLTKIDR. The MHC is DRB1_1302 with pseudo-sequence DRB1_1302. The binding affinity (normalized) is 0.618. (4) The peptide sequence is KFWGKYLYEIARRHP. The MHC is HLA-DQA10501-DQB10201 with pseudo-sequence HLA-DQA10501-DQB10201. The binding affinity (normalized) is 0.458. (5) The MHC is DRB1_0301 with pseudo-sequence DRB1_0301. The binding affinity (normalized) is 0.336. The peptide sequence is NVYQRGTHPFSRIRD. (6) The peptide sequence is YESYKFIPALEAA. The MHC is DRB1_1501 with pseudo-sequence DRB1_1501. The binding affinity (normalized) is 0.400.